Dataset: NCI-60 drug combinations with 297,098 pairs across 59 cell lines. Task: Regression. Given two drug SMILES strings and cell line genomic features, predict the synergy score measuring deviation from expected non-interaction effect. (1) Drug 1: C1C(C(OC1N2C=NC3=C(N=C(N=C32)Cl)N)CO)O. Drug 2: CC1=C(C=C(C=C1)NC(=O)C2=CC=C(C=C2)CN3CCN(CC3)C)NC4=NC=CC(=N4)C5=CN=CC=C5. Cell line: SNB-19. Synergy scores: CSS=25.1, Synergy_ZIP=-1.47, Synergy_Bliss=-1.40, Synergy_Loewe=-27.3, Synergy_HSA=-1.13. (2) Drug 1: CNC(=O)C1=CC=CC=C1SC2=CC3=C(C=C2)C(=NN3)C=CC4=CC=CC=N4. Drug 2: COC1=C2C(=CC3=C1OC=C3)C=CC(=O)O2. Cell line: ACHN. Synergy scores: CSS=-2.68, Synergy_ZIP=-0.538, Synergy_Bliss=-4.49, Synergy_Loewe=-10.9, Synergy_HSA=-6.88. (3) Drug 1: CC1=C2C(C(=O)C3(C(CC4C(C3C(C(C2(C)C)(CC1OC(=O)C(C(C5=CC=CC=C5)NC(=O)OC(C)(C)C)O)O)OC(=O)C6=CC=CC=C6)(CO4)OC(=O)C)OC)C)OC. Drug 2: CC1=C(C(=O)C2=C(C1=O)N3CC4C(C3(C2COC(=O)N)OC)N4)N. Cell line: BT-549. Synergy scores: CSS=52.6, Synergy_ZIP=-1.07, Synergy_Bliss=-3.90, Synergy_Loewe=-5.39, Synergy_HSA=0.0290. (4) Drug 1: C1=CC(=CC=C1C#N)C(C2=CC=C(C=C2)C#N)N3C=NC=N3. Drug 2: C1=CN(C(=O)N=C1N)C2C(C(C(O2)CO)O)O.Cl. Cell line: SNB-19. Synergy scores: CSS=33.8, Synergy_ZIP=0.164, Synergy_Bliss=0.829, Synergy_Loewe=-7.93, Synergy_HSA=-0.472. (5) Drug 1: C1=CC=C(C=C1)NC(=O)CCCCCCC(=O)NO. Drug 2: CNC(=O)C1=NC=CC(=C1)OC2=CC=C(C=C2)NC(=O)NC3=CC(=C(C=C3)Cl)C(F)(F)F. Cell line: OVCAR-8. Synergy scores: CSS=13.6, Synergy_ZIP=-8.47, Synergy_Bliss=-2.84, Synergy_Loewe=-27.1, Synergy_HSA=-3.09. (6) Drug 1: COC1=C(C=C2C(=C1)N=CN=C2NC3=CC(=C(C=C3)F)Cl)OCCCN4CCOCC4. Drug 2: CCC(=C(C1=CC=CC=C1)C2=CC=C(C=C2)OCCN(C)C)C3=CC=CC=C3.C(C(=O)O)C(CC(=O)O)(C(=O)O)O. Cell line: HOP-92. Synergy scores: CSS=21.1, Synergy_ZIP=-7.43, Synergy_Bliss=-2.17, Synergy_Loewe=-2.52, Synergy_HSA=-1.05.